Dataset: Forward reaction prediction with 1.9M reactions from USPTO patents (1976-2016). Task: Predict the product of the given reaction. (1) Given the reactants [N+:1]([C:4]1[NH:8][N:7]=[C:6]([C:9]([O:11][CH3:12])=[O:10])[CH:5]=1)([O-:3])=[O:2].[CH3:13]N(C)C=O.CI.C(=O)([O-])[O-].[K+].[K+], predict the reaction product. The product is: [CH3:13][N:7]1[C:6]([C:9]([O:11][CH3:12])=[O:10])=[CH:5][C:4]([N+:1]([O-:3])=[O:2])=[N:8]1. (2) Given the reactants C[Si](C)(C)N[Si](C)(C)C.[Li].[Cl:11][C:12]1[N:17]=[C:16]([CH3:18])[CH:15]=[CH:14][N:13]=1.[C:19]1([C:25]2[N:26]=[C:27]3[N:31]([C:32]=2[CH:33]=O)[CH:30]=[CH:29][S:28]3)[CH:24]=[CH:23][CH:22]=[CH:21][CH:20]=1.FC(F)(F)C(O)=O, predict the reaction product. The product is: [Cl:11][C:12]1[N:17]=[C:16](/[CH:18]=[CH:33]/[C:32]2[N:31]3[C:27]([S:28][CH:29]=[CH:30]3)=[N:26][C:25]=2[C:19]2[CH:20]=[CH:21][CH:22]=[CH:23][CH:24]=2)[CH:15]=[CH:14][N:13]=1. (3) Given the reactants C(O[C:5]1[C:10]([F:11])=[CH:9][C:8]([C:12]2[S:13][C:14]([C:17]3[N:18]=[C:19]4[C:24]([Cl:25])=[CH:23][C:22]([C:26]([F:29])([F:28])[F:27])=[CH:21][N:20]4[CH:30]=3)=[N:15][N:16]=2)=[C:7]([Cl:31])[CH:6]=1)C=C.[OH2:32].C[N+]1([O-])CC[O:37]CC1.[CH3:41][C:42]([CH3:44])=[O:43], predict the reaction product. The product is: [Cl:31][C:7]1[C:8]([C:12]2[S:13][C:14]([C:17]3[N:18]=[C:19]4[C:24]([Cl:25])=[CH:23][C:22]([C:26]([F:29])([F:27])[F:28])=[CH:21][N:20]4[CH:30]=3)=[N:15][N:16]=2)=[CH:9][C:10]([F:11])=[C:5]([CH:6]=1)[O:32][CH2:41][CH:42]([OH:43])[CH2:44][OH:37]. (4) Given the reactants [Cl:1][C:2]1[CH:3]=[C:4]([C@@H:8]2[C@@H:13]([C:14]3[CH:19]=[CH:18][C:17]([Cl:20])=[CH:16][CH:15]=3)[N:12]([CH:21]([CH2:24][CH3:25])[CH2:22][CH3:23])[C:11](=[O:26])[C@:10]([CH2:28][CH:29]([OH:33])[C:30]([OH:32])=O)([CH3:27])[CH2:9]2)[CH:5]=[CH:6][CH:7]=1.CN(C(ON1N=NC2C=CC=NC1=2)=[N+](C)C)C.F[P-](F)(F)(F)(F)F.[CH3:58][O:59][C:60]1[CH:67]=[C:66]([O:68][CH3:69])[CH:65]=[CH:64][C:61]=1[CH2:62][NH2:63].C(N(CC)CC)C, predict the reaction product. The product is: [Cl:1][C:2]1[CH:3]=[C:4]([C@@H:8]2[C@@H:13]([C:14]3[CH:19]=[CH:18][C:17]([Cl:20])=[CH:16][CH:15]=3)[N:12]([CH:21]([CH2:22][CH3:23])[CH2:24][CH3:25])[C:11](=[O:26])[C@:10]([CH2:28][CH:29]([OH:33])[C:30]([NH:63][CH2:62][C:61]3[CH:64]=[CH:65][C:66]([O:68][CH3:69])=[CH:67][C:60]=3[O:59][CH3:58])=[O:32])([CH3:27])[CH2:9]2)[CH:5]=[CH:6][CH:7]=1. (5) Given the reactants C[C:2]([CH:5]([N:9]1[CH:13]=[C:12](B2OC(C)(C)C(C)(C)O2)[C:11]([C:23]2[CH:28]=[CH:27][C:26]([N+:29]([O-:31])=[O:30])=[CH:25][CH:24]=2)=[N:10]1)[C:6]([O-])=O)(C)C.Cl.[C:33](NN)(C)(C)C, predict the reaction product. The product is: [CH3:33][C:5]([N:9]1[CH:13]=[CH:12][C:11]([C:23]2[CH:24]=[CH:25][C:26]([N+:29]([O-:31])=[O:30])=[CH:27][CH:28]=2)=[N:10]1)([CH3:2])[CH3:6].